This data is from Forward reaction prediction with 1.9M reactions from USPTO patents (1976-2016). The task is: Predict the product of the given reaction. (1) The product is: [CH3:1][O:2][C:3](=[O:18])[CH2:4][CH2:5][CH2:6][CH2:7][C:8]1[CH:13]=[CH:12][CH:11]=[C:10]([NH:14][C:27]([O:29][CH2:30][CH3:31])=[O:28])[C:9]=1[F:17]. Given the reactants [CH3:1][O:2][C:3](=[O:18])[CH2:4][CH2:5][CH2:6][CH2:7][C:8]1[CH:13]=[CH:12][CH:11]=[C:10]([N+:14]([O-])=O)[C:9]=1[F:17].C(N(CC)CC)C.Cl[C:27]([O:29][CH2:30][CH3:31])=[O:28], predict the reaction product. (2) Given the reactants [O:1]1CCCO[CH:2]1[C:7]1[CH:8]=[C:9]([S:13][C:14]2[CH:15]=[C:16]3[C:21](=[CH:22][C:23]=2[F:24])[N:20]=[C:19]([NH2:25])[C:18]([CH2:26][CH:27]2[CH2:32][CH2:31][O:30][CH2:29][CH2:28]2)=[CH:17]3)[CH:10]=[CH:11][CH:12]=1.Cl.O, predict the reaction product. The product is: [NH2:25][C:19]1[C:18]([CH2:26][CH:27]2[CH2:32][CH2:31][O:30][CH2:29][CH2:28]2)=[CH:17][C:16]2[C:21](=[CH:22][C:23]([F:24])=[C:14]([S:13][C:9]3[CH:8]=[C:7]([CH:12]=[CH:11][CH:10]=3)[CH:2]=[O:1])[CH:15]=2)[N:20]=1.